Dataset: Catalyst prediction with 721,799 reactions and 888 catalyst types from USPTO. Task: Predict which catalyst facilitates the given reaction. (1) The catalyst class is: 102. Reactant: Br[C:2]1[CH:7]=[CH:6][C:5]([N:8]2[CH:15]([C:16]3[CH:21]=[CH:20][CH:19]=[CH:18][CH:17]=3)[C:14]3[C:13]([C:22]4[CH:27]=[CH:26][C:25]([O:28][CH3:29])=[CH:24][CH:23]=4)=[N:12][NH:11][C:10]=3[C:9]2=[O:30])=[CH:4][CH:3]=1.[O:31]1[CH:35]=[CH:34][NH:33]N1[Sn](CCCC)(CCCC)CCCC.O1C=CC=[C:50]1P(C1OC=CC=1)C1OC=CC=1. Product: [CH3:29][O:28][C:25]1[CH:24]=[CH:23][C:22]([C:13]2[C:14]3[CH:15]([C:16]4[CH:21]=[CH:20][CH:19]=[CH:18][CH:17]=4)[N:8]([C:5]4[CH:6]=[CH:7][C:2]([C:50]5[O:31][CH:35]=[CH:34][N:33]=5)=[CH:3][CH:4]=4)[C:9](=[O:30])[C:10]=3[NH:11][N:12]=2)=[CH:27][CH:26]=1. (2) Reactant: Cl.C([N:9]1[CH2:20][CH2:19][C:12]2[N:13]=[C:14]([Cl:18])[N:15]=[C:16]([Cl:17])[C:11]=2[CH2:10]1)C1C=CC=CC=1.C(N(CC)CC)C.Cl[C:29]([O:31][CH:32]([Cl:34])[CH3:33])=[O:30].O. Product: [Cl:18][C:14]1[N:15]=[C:16]([Cl:17])[C:11]2[CH2:10][N:9]([C:29]([O:31][CH:32]([Cl:34])[CH3:33])=[O:30])[CH2:20][CH2:19][C:12]=2[N:13]=1. The catalyst class is: 26. (3) Product: [Cl:1][C:2]1[CH:7]=[CH:6][C:5]([CH:8]=[C:9]([C:11]2[N:15]([C:16]3[CH:21]=[CH:20][C:19]([Cl:22])=[CH:18][C:17]=3[Cl:23])[N:14]=[C:13]([C:24]([OH:26])=[O:25])[C:12]=2[CH3:27])[CH3:10])=[CH:4][CH:3]=1. Reactant: [Cl:1][C:2]1[CH:7]=[CH:6][C:5]([CH:8]=[C:9]([C:11]2[N:15]([C:16]3[CH:21]=[CH:20][C:19]([Cl:22])=[CH:18][C:17]=3[Cl:23])[N:14]=[C:13]([C:24]([O-:26])=[O:25])[C:12]=2[CH3:27])[CH3:10])=[CH:4][CH:3]=1.[Li+].[OH-].C1COCC1.Cl. The catalyst class is: 72. (4) Reactant: [NH2:1][C@@H:2]1[CH2:7][CH2:6][CH2:5][C@H:4]([NH:8][C:9]2[C:10]([CH3:29])=[N:11][C:12]3[C:17]([N:18]=2)=[C:16]([C:19]2[NH:23][C:22]4[C@@H:24]([CH3:28])[NH:25][C:26](=[O:27])[C:21]=4[CH:20]=2)[CH:15]=[CH:14][CH:13]=3)[CH2:3]1.[C:30](OC(=O)C)(=[O:32])[CH3:31].C(N(C(C)C)C(C)C)C. Product: [CH3:29][C:10]1[C:9]([NH:8][C@H:4]2[CH2:5][CH2:6][CH2:7][C@@H:2]([NH:1][C:30](=[O:32])[CH3:31])[CH2:3]2)=[N:18][C:17]2[C:12]([N:11]=1)=[CH:13][CH:14]=[CH:15][C:16]=2[C:19]1[NH:23][C:22]2[C@@H:24]([CH3:28])[NH:25][C:26](=[O:27])[C:21]=2[CH:20]=1. The catalyst class is: 2. (5) Reactant: Cl.[NH2:2][CH2:3][CH2:4][C:5]([O:7][CH2:8][CH3:9])=[O:6].[CH2:10](Br)[C:11]1[CH:16]=[CH:15][CH:14]=[CH:13][CH:12]=1.C([O-])([O-])=O.[K+].[K+]. Product: [CH2:10]([N:2]([CH2:10][C:11]1[CH:16]=[CH:15][CH:14]=[CH:13][CH:12]=1)[CH2:3][CH2:4][C:5]([O:7][CH2:8][CH3:9])=[O:6])[C:11]1[CH:16]=[CH:15][CH:14]=[CH:13][CH:12]=1. The catalyst class is: 10.